Task: Predict the reactants needed to synthesize the given product.. Dataset: Full USPTO retrosynthesis dataset with 1.9M reactions from patents (1976-2016) (1) Given the product [NH2:26][CH2:25][CH2:24][O:23][C:8]1[CH:7]=[CH:6][C:5]2[N:4]=[C:3]([NH2:2])[C:12]3[N:13]=[C:14]([CH2:19][O:20][CH2:21][CH3:22])[N:15]([CH2:16][CH2:17][CH3:18])[C:11]=3[C:10]=2[CH:9]=1, predict the reactants needed to synthesize it. The reactants are: Cl.[NH2:2][C:3]1[C:12]2[N:13]=[C:14]([CH2:19][O:20][CH2:21][CH3:22])[N:15]([CH2:16][CH2:17][CH3:18])[C:11]=2[C:10]2[CH:9]=[C:8]([O:23][CH2:24][CH2:25][NH:26]C(=O)OC(C)(C)C)[CH:7]=[CH:6][C:5]=2[N:4]=1. (2) Given the product [CH2:36]([C:2]1[C:3]([CH2:22][O:23][CH:24]2[CH2:29][CH2:28][CH2:27][CH2:26][O:25]2)=[C:4]2[C:8](=[C:9]([CH3:11])[CH:10]=1)[N:7]([S:12]([C:15]1[CH:21]=[CH:20][C:18]([CH3:19])=[CH:17][CH:16]=1)(=[O:14])=[O:13])[CH:6]=[CH:5]2)[CH:37]([CH3:39])[CH3:38], predict the reactants needed to synthesize it. The reactants are: Cl[C:2]1[C:3]([CH2:22][O:23][CH:24]2[CH2:29][CH2:28][CH2:27][CH2:26][O:25]2)=[C:4]2[C:8](=[C:9]([CH3:11])[CH:10]=1)[N:7]([S:12]([C:15]1[CH:21]=[CH:20][C:18]([CH3:19])=[CH:17][CH:16]=1)(=[O:14])=[O:13])[CH:6]=[CH:5]2.C1COCC1.[Br-].[CH2:36]([Zn+])[CH:37]([CH3:39])[CH3:38]. (3) Given the product [N:18]1([CH:14]([NH:7][C:5](=[O:6])[C:4]2[CH:3]=[C:2]([Cl:1])[CH:10]=[C:9]([Cl:11])[CH:8]=2)[C:13]([Cl:17])([Cl:12])[CH3:16])[C:22]2[CH:23]=[CH:24][CH:25]=[CH:26][C:21]=2[N:20]=[N:19]1, predict the reactants needed to synthesize it. The reactants are: [Cl:1][C:2]1[CH:3]=[C:4]([CH:8]=[C:9]([Cl:11])[CH:10]=1)[C:5]([NH2:7])=[O:6].[Cl:12][C:13]([Cl:17])([CH3:16])[CH:14]=O.[NH:18]1[C:22]2[CH:23]=[CH:24][CH:25]=[CH:26][C:21]=2[N:20]=[N:19]1.C1(C)C=CC(S(O)(=O)=O)=CC=1. (4) Given the product [Cl:23][C:20]1[CH:21]=[CH:22][C:17]([C:8]2[S:9][C:10]([C:11]3[CH:16]=[CH:15][CH:14]=[CH:13][CH:12]=3)=[C:6]([CH2:5][C:4]([NH2:25])=[O:3])[N:7]=2)=[CH:18][CH:19]=1, predict the reactants needed to synthesize it. The reactants are: C([O:3][C:4](=O)[CH2:5][C:6]1[N:7]=[C:8]([C:17]2[CH:22]=[CH:21][C:20]([Cl:23])=[CH:19][CH:18]=2)[S:9][C:10]=1[C:11]1[CH:16]=[CH:15][CH:14]=[CH:13][CH:12]=1)C.[NH3:25]. (5) Given the product [Cl:23][C:13]1[C:14]2[C:19](=[CH:18][CH:17]=[CH:16][CH:15]=2)[C:10]([CH2:9][CH2:8][CH2:7][C:3]2[CH:2]=[N:1][CH:6]=[CH:5][CH:4]=2)=[N:11][N:12]=1, predict the reactants needed to synthesize it. The reactants are: [N:1]1[CH:6]=[CH:5][CH:4]=[C:3]([CH2:7][CH2:8][CH2:9][C:10]2[C:19]3[C:14](=[CH:15][CH:16]=[CH:17][CH:18]=3)[C:13](=O)[NH:12][N:11]=2)[CH:2]=1.P(Cl)(Cl)([Cl:23])=O.Cl.C([O-])([O-])=O.[Na+].[Na+]. (6) Given the product [CH3:31][N:32]1[C:9]([N:10]2[CH2:11][CH2:12][CH2:13][CH2:14][CH2:15]2)=[C:3]([C:1]#[N:2])[C:4](=[O:6])[NH:33]1, predict the reactants needed to synthesize it. The reactants are: [C:1](/[C:3](=[C:9](/SC)\[N:10]1[CH2:15][CH2:14][CH2:13][CH2:12][CH2:11]1)/[C:4]([O:6]CC)=O)#[N:2].CS.C1CCN2C(=NCCC2)CC1.[CH3:31][NH:32][NH2:33].